Dataset: Full USPTO retrosynthesis dataset with 1.9M reactions from patents (1976-2016). Task: Predict the reactants needed to synthesize the given product. (1) Given the product [OH:15][C@@H:10]1[C@@H:11]([CH2:13][OH:14])[O:12][C@H:6]2[C@H:7]([N:8]=[C:4]([N:3]([CH2:1][CH3:2])[C:31](=[O:32])[O:30][C:27]([CH3:29])([CH3:28])[CH3:26])[S:5]2)[C@H:9]1[OH:16], predict the reactants needed to synthesize it. The reactants are: [CH2:1]([NH:3][C:4]1[S:5][C@H:6]2[O:12][C@H:11]([CH2:13][OH:14])[C@@H:10]([OH:15])[C@H:9]([OH:16])[C@H:7]2[N:8]=1)[CH3:2].CCN(C(C)C)C(C)C.[CH3:26][C:27]([O:30][C:31](O[C:31]([O:30][C:27]([CH3:29])([CH3:28])[CH3:26])=[O:32])=[O:32])([CH3:29])[CH3:28].CO. (2) Given the product [CH2:8]([O:7][C:1]([C:2]1[CH:15]=[N:13][NH:19][C:3]=1[CH3:5])=[O:6])[CH3:9], predict the reactants needed to synthesize it. The reactants are: [C:1]([O:7][CH2:8][CH3:9])(=[O:6])[CH2:2][C:3]([CH3:5])=O.COC(OC)[N:13]([CH3:15])C.O.[NH2:19]N. (3) Given the product [CH:14]1([C:11]2[CH:12]=[CH:13][C:8]([C:5]3[N:6]=[CH:7][C:2]([NH2:1])=[N:3][CH:4]=3)=[C:9]([F:19])[C:10]=2[O:18][CH2:21][C:22]2[CH:27]=[CH:26][C:25]([F:28])=[CH:24][CH:23]=2)[CH2:15][CH2:16][CH2:17]1, predict the reactants needed to synthesize it. The reactants are: [NH2:1][C:2]1[N:3]=[CH:4][C:5]([C:8]2[C:9]([F:19])=[C:10]([OH:18])[C:11]([CH:14]3[CH2:17][CH2:16][CH2:15]3)=[CH:12][CH:13]=2)=[N:6][CH:7]=1.Br[CH2:21][C:22]1[CH:27]=[CH:26][C:25]([F:28])=[CH:24][CH:23]=1.[OH-].[K+].